Dataset: Full USPTO retrosynthesis dataset with 1.9M reactions from patents (1976-2016). Task: Predict the reactants needed to synthesize the given product. (1) Given the product [Cl:7][C:8]1[CH:9]=[C:10]([C:15]2([C:29]([F:32])([F:31])[F:30])[O:40][N:46]=[C:17]([C:19]3[CH:27]=[CH:26][C:22]([C:23]([OH:25])=[O:24])=[C:21]([CH3:28])[CH:20]=3)[CH2:16]2)[CH:11]=[C:12]([Cl:14])[CH:13]=1, predict the reactants needed to synthesize it. The reactants are: COCCOC.[Cl:7][C:8]1[CH:9]=[C:10]([C:15]([C:29]([F:32])([F:31])[F:30])=[CH:16][C:17]([C:19]2[CH:27]=[CH:26][C:22]([C:23]([OH:25])=[O:24])=[C:21]([CH3:28])[CH:20]=2)=O)[CH:11]=[C:12]([Cl:14])[CH:13]=1.C1(C)C=CC=CC=1.[OH2:40].S(O)(O)(=O)=O.[NH2:46]O. (2) Given the product [NH2:12][C:10]1[CH:11]=[C:5]([C:4]2[NH:15][CH2:1][CH2:2][N:3]=2)[CH:6]=[CH:7][C:8]=1[OH:9], predict the reactants needed to synthesize it. The reactants are: [CH2:1]1[NH:15][C:4](=[C:5]2[CH:11]=[C:10]([N+:12]([O-])=O)[C:8](=[O:9])[CH:7]=[CH:6]2)[NH:3][CH2:2]1.C([O-])=O.[NH4+]. (3) The reactants are: [F:1][C:2]1[C:10]([O:11][CH3:12])=[CH:9][CH:8]=[C:7]([N:13]2[CH:17]=[N:16][N:15]=[N:14]2)[C:3]=1[C:4](O)=[O:5].C(N(CC)CC)C.ClC(OCC(C)C)=O.[BH4-].[Na+]. Given the product [F:1][C:2]1[C:10]([O:11][CH3:12])=[CH:9][CH:8]=[C:7]([N:13]2[CH:17]=[N:16][N:15]=[N:14]2)[C:3]=1[CH2:4][OH:5], predict the reactants needed to synthesize it. (4) Given the product [OH:13][CH2:11][C@H:12]1[CH2:14][NH:1][C:2]2[CH:3]=[C:4]([C:5]#[N:6])[CH:7]=[CH:8][C:9]=2[O:10]1, predict the reactants needed to synthesize it. The reactants are: [NH2:1][C:2]1[CH:3]=[C:4]([CH:7]=[CH:8][C:9]=1[OH:10])[C:5]#[N:6].[CH2:11]1[O:13][C@@H:12]1[CH2:14]Cl.C([O-])([O-])=O.[K+].[K+]. (5) Given the product [N:19]1[CH:20]=[CH:21][C:16]([NH:15][C:2]2[O:3][C:4]3[C:5](=[C:7]([C:11]([O:13][CH3:14])=[O:12])[CH:8]=[CH:9][CH:10]=3)[N:6]=2)=[CH:17][CH:18]=1, predict the reactants needed to synthesize it. The reactants are: Cl[C:2]1[O:3][C:4]2[C:5](=[C:7]([C:11]([O:13][CH3:14])=[O:12])[CH:8]=[CH:9][CH:10]=2)[N:6]=1.[NH2:15][C:16]1[CH:21]=[CH:20][N:19]=[CH:18][CH:17]=1.C1(P(C2CCCCC2)C2C=CC=CC=2C2C(C(C)C)=CC(C(C)C)=CC=2C(C)C)CCCCC1.C([O-])([O-])=O.[K+].[K+]. (6) Given the product [C:37]1([N:43]2[C:47]3[CH:48]=[CH:49][C:50]([C:2]4[CH:15]=[CH:14][C:13]5[C:4](=[C:5]([C:27]6[CH:36]=[CH:35][C:34]7[C:29](=[CH:30][CH:31]=[CH:32][CH:33]=7)[CH:28]=6)[C:6]6[C:11]([C:12]=5[C:16]5[CH:25]=[CH:24][C:23]7[C:18](=[CH:19][CH:20]=[CH:21][CH:22]=7)[CH:17]=5)=[CH:10][C:9]([C:50]5[CH:49]=[CH:48][C:47]7[N:43]([C:37]8[CH:38]=[CH:39][CH:40]=[CH:41][CH:42]=8)[C:44]([C:55]8[CH:60]=[CH:59][CH:58]=[CH:57][CH:56]=8)=[N:45][C:46]=7[CH:51]=5)=[CH:8][CH:7]=6)[CH:3]=4)=[CH:51][C:46]=3[N:45]=[C:44]2[C:55]2[CH:60]=[CH:59][CH:58]=[CH:57][CH:56]=2)[CH:42]=[CH:41][CH:40]=[CH:39][CH:38]=1, predict the reactants needed to synthesize it. The reactants are: Br[C:2]1[CH:15]=[CH:14][C:13]2[C:4](=[C:5]([C:27]3[CH:36]=[CH:35][C:34]4[C:29](=[CH:30][CH:31]=[CH:32][CH:33]=4)[CH:28]=3)[C:6]3[C:11]([C:12]=2[C:16]2[CH:25]=[CH:24][C:23]4[C:18](=[CH:19][CH:20]=[CH:21][CH:22]=4)[CH:17]=2)=[CH:10][C:9](Br)=[CH:8][CH:7]=3)[CH:3]=1.[C:37]1([N:43]2[C:47]3[CH:48]=[CH:49][C:50](B(O)O)=[CH:51][C:46]=3[N:45]=[C:44]2[C:55]2[CH:60]=[CH:59][CH:58]=[CH:57][CH:56]=2)[CH:42]=[CH:41][CH:40]=[CH:39][CH:38]=1.C(=O)([O-])[O-].[Na+].[Na+]. (7) Given the product [C:24]([C:11]1[C:12](=[O:23])[N:13]([CH2:14][C:15]2[CH:20]=[CH:19][C:18]([CH3:21])=[CH:17][C:16]=2[CH3:22])[C:8]([C:5]2[CH:4]=[CH:3][C:2]([O:43][C:39]3[CH:38]=[C:37]([NH:36][C:35](=[O:44])[O:34][C:30]([CH3:32])([CH3:31])[CH3:33])[CH:42]=[CH:41][CH:40]=3)=[CH:7][CH:6]=2)=[CH:9][C:10]=1[C:26]([F:27])([F:28])[F:29])#[N:25], predict the reactants needed to synthesize it. The reactants are: Br[C:2]1[CH:7]=[CH:6][C:5]([C:8]2[N:13]([CH2:14][C:15]3[CH:20]=[CH:19][C:18]([CH3:21])=[CH:17][C:16]=3[CH3:22])[C:12](=[O:23])[C:11]([C:24]#[N:25])=[C:10]([C:26]([F:29])([F:28])[F:27])[CH:9]=2)=[CH:4][CH:3]=1.[C:30]([O:34][C:35](=[O:44])[NH:36][C:37]1[CH:42]=[CH:41][CH:40]=[C:39]([OH:43])[CH:38]=1)([CH3:33])([CH3:32])[CH3:31].C(P(C(C)(C)C)C1C=CC2C(=CC=CC=2)C=1C1C2C(=CC=CC=2)C=CC=1)(C)(C)C.[O-]P([O-])([O-])=O.[K+].[K+].[K+]. (8) Given the product [CH2:16]([O:15][C:13](=[O:14])[CH2:12][N:7]1[C:6]2[CH:5]=[CH:4][CH:3]=[C:2]([O:1][CH2:33][CH2:32][N:30]3[CH:31]=[C:26]([CH:25]([C:22]4[CH:21]=[CH:20][C:19]([F:18])=[CH:24][CH:23]=4)[C:36]4[CH:41]=[CH:40][C:39]([F:42])=[CH:38][CH:37]=4)[CH:27]=[CH:28][C:29]3=[O:35])[C:10]=2[N:9]=[C:8]1[CH3:11])[CH3:17], predict the reactants needed to synthesize it. The reactants are: [OH:1][C:2]1[C:10]2[N:9]=[C:8]([CH3:11])[N:7]([CH2:12][C:13]([O:15][CH2:16][CH3:17])=[O:14])[C:6]=2[CH:5]=[CH:4][CH:3]=1.[F:18][C:19]1[CH:24]=[CH:23][C:22]([CH:25]([C:36]2[CH:41]=[CH:40][C:39]([F:42])=[CH:38][CH:37]=2)[C:26]2[CH:27]=[CH:28][C:29](=[O:35])[N:30]([CH2:32][CH2:33]O)[CH:31]=2)=[CH:21][CH:20]=1.N(C(N(C)C)=O)=NC(N(C)C)=O.C(P(CCCC)CCCC)CCC. (9) Given the product [CH:1]1[C:7](=[O:8])[NH:6][C:4](=[O:5])[N:3]([C@@H:9]2[O:13][C@H:12]([CH2:14][O:15][P:16]([O:19][P:20]([O:23][P:24]([OH:26])([OH:27])=[O:25])([OH:22])=[O:21])([OH:18])=[O:17])[C@@H:11]([OH:28])[C@H:10]2[OH:29])[CH:2]=1.[CH2:42]([N:37]([CH2:33][CH2:34][CH2:35][CH3:36])[CH2:38][CH2:39][CH2:40][CH3:41])[CH2:43][CH2:44][CH3:45], predict the reactants needed to synthesize it. The reactants are: [CH:1]1[C:7](=[O:8])[NH:6][C:4](=[O:5])[N:3]([CH:9]2[O:13][CH:12]([CH2:14][O:15][P:16]([O:19][P:20]([O:23][P:24]([O-:27])([OH:26])=[O:25])([O-:22])=[O:21])([O-:18])=[O:17])[CH:11]([OH:28])[CH:10]2[OH:29])[CH:2]=1.[Na+].[Na+].[Na+].[CH2:33]([N:37]([CH2:42][CH2:43][CH2:44][CH3:45])[CH2:38][CH2:39][CH2:40][CH3:41])[CH2:34][CH2:35][CH3:36].